This data is from Reaction yield outcomes from USPTO patents with 853,638 reactions. The task is: Predict the reaction yield, written as a fraction of the theoretical maximum amount of product (1.0 means a 100% yield; for example, 0.34 means a 34% yield). (1) The reactants are [Br:1][C:2]1[CH:3]=[C:4]([CH:7]=[CH:8][C:9]=1[OH:10])[CH:5]=[O:6].[H-].[Na+].[CH2:13](Cl)[C:14]1[CH:19]=[CH:18][CH:17]=[CH:16][CH:15]=1.Cl. The catalyst is CN(C)C=O. The product is [CH2:13]([O:10][C:9]1[CH:8]=[CH:7][C:4]([CH:5]=[O:6])=[CH:3][C:2]=1[Br:1])[C:14]1[CH:19]=[CH:18][CH:17]=[CH:16][CH:15]=1. The yield is 0.900. (2) The reactants are [C:1]1([N:7]=[C:8]=[O:9])[CH:6]=[CH:5][CH:4]=[CH:3][CH:2]=1.[NH2:10][C:11]1[CH:12]=[C:13]([CH:18]=[CH:19][CH:20]=1)C(C[NH-])=O.Cl.[CH3:22][N:23](C)[CH:24]=[O:25]. No catalyst specified. The product is [CH3:22][NH:23][C:24]([C:3]1[CH:2]=[C:1]([NH:7][C:8]([NH:10][C:11]2[CH:20]=[CH:19][CH:18]=[CH:13][CH:12]=2)=[O:9])[CH:6]=[CH:5][CH:4]=1)=[O:25]. The yield is 0.900. (3) The reactants are [C:1]([C:3]1[CH:4]=[C:5]([C:9]2[N:10]=[CH:11][NH:12][CH:13]=2)[CH:6]=[CH:7][CH:8]=1)#[N:2].Br[C:15]1[CH:20]=[CH:19][CH:18]=[CH:17][N:16]=1. The catalyst is CN1CCCC1=O.ClCCl. The product is [C:1]([C:3]1[CH:4]=[C:5]([C:9]2[N:10]=[CH:11][N:12]([C:15]3[CH:20]=[CH:19][CH:18]=[CH:17][N:16]=3)[CH:13]=2)[CH:6]=[CH:7][CH:8]=1)#[N:2]. The yield is 0.0900. (4) The product is [Br:1][C:2]1[N:3]([CH2:18][O:17][CH2:16][CH2:15][Si:12]([CH3:14])([CH3:13])[CH3:11])[C:4]([Br:8])=[C:5]([Br:7])[N:6]=1. The catalyst is CN(C=O)C. The reactants are [Br:1][C:2]1[NH:3][C:4]([Br:8])=[C:5]([Br:7])[N:6]=1.[H-].[Na+].[CH3:11][Si:12]([CH2:15][CH2:16][O:17][CH2:18]Cl)([CH3:14])[CH3:13]. The yield is 0.920. (5) The reactants are [NH2:1][C:2]1[CH:30]=[CH:29][C:5]([O:6][C:7]2[CH:12]=[CH:11][N:10]=[C:9]([NH:13][C:14](=[O:28])[N:15]([CH:17]3[CH2:22][CH2:21][N:20]([CH2:23][CH2:24][N:25]([CH3:27])[CH3:26])[CH2:19][CH2:18]3)[CH3:16])[CH:8]=2)=[C:4]([F:31])[CH:3]=1.[C:32]1([CH2:38][C:39]([N:41]=[C:42]=[O:43])=[O:40])[CH:37]=[CH:36][CH:35]=[CH:34][CH:33]=1.C(OCC)C. The catalyst is O1CCCC1.CCCCCC. The product is [CH3:26][N:25]([CH3:27])[CH2:24][CH2:23][N:20]1[CH2:21][CH2:22][CH:17]([N:15]([CH3:16])[C:14]([NH:13][C:9]2[CH:8]=[C:7]([O:6][C:5]3[CH:29]=[CH:30][C:2]([NH:1][C:42]([NH:41][C:39](=[O:40])[CH2:38][C:32]4[CH:33]=[CH:34][CH:35]=[CH:36][CH:37]=4)=[O:43])=[CH:3][C:4]=3[F:31])[CH:12]=[CH:11][N:10]=2)=[O:28])[CH2:18][CH2:19]1. The yield is 0.210. (6) The reactants are [OH:1][C:2]1[CH:11]=[CH:10][CH:9]=[C:8]2[C:3]=1[CH2:4][CH2:5][CH2:6][C:7]2=[O:12].[H-].[Na+].Br[CH2:16][C:17]([O:19][CH2:20][CH3:21])=[O:18]. The catalyst is CN(C)C=O.O. The product is [O:1]=[C:2]1[CH2:11][CH2:10][CH2:9][C:8]2[C:7]([O:12][CH2:16][C:17]([O:19][CH2:20][CH3:21])=[O:18])=[CH:6][CH:5]=[CH:4][C:3]1=2. The yield is 0.670. (7) The reactants are [Cl:1][C:2]1[CH:10]=[CH:9][C:5]2[O:6][CH2:7][O:8][C:4]=2[C:3]=1[NH:11][C:12]1[C:20]2[C:19]3[CH2:21][NH:22][CH2:23][CH2:24][C:18]=3[NH:17][C:16]=2[N:15]=[CH:14][CH:13]=1.CCN(C(C)C)C(C)C.[C:34](Cl)(=[O:41])[C:35]1[CH:40]=[CH:39][CH:38]=[CH:37][CH:36]=1. The catalyst is ClCCCl. The product is [Cl:1][C:2]1[CH:10]=[CH:9][C:5]2[O:6][CH2:7][O:8][C:4]=2[C:3]=1[NH:11][C:12]1[C:20]2[C:19]3[CH2:21][N:22]([C:34]([C:35]4[CH:40]=[CH:39][CH:38]=[CH:37][CH:36]=4)=[O:41])[CH2:23][CH2:24][C:18]=3[NH:17][C:16]=2[N:15]=[CH:14][CH:13]=1. The yield is 0.100.